Dataset: Forward reaction prediction with 1.9M reactions from USPTO patents (1976-2016). Task: Predict the product of the given reaction. (1) Given the reactants [C:1]1([NH2:8])[C:2]([NH2:7])=[CH:3][CH:4]=[CH:5][CH:6]=1.[CH3:9][CH:10]1[CH2:12][CH:11]1[C:13](O)=O.[OH-].[Na+], predict the reaction product. The product is: [CH3:9][CH:10]1[CH2:12][CH:11]1[C:13]1[NH:8][C:1]2[CH:6]=[CH:5][CH:4]=[CH:3][C:2]=2[N:7]=1. (2) Given the reactants [CH3:1][C:2]1[CH:7]=[C:6]([CH3:8])[CH:5]=[CH:4][C:3]=1[N:9]([CH2:23][CH:24]([CH3:26])[CH3:25])[S:10]([C:13]1[CH:18]=[CH:17][C:16]([CH:19]2[CH2:21][O:20]2)=[C:15]([CH3:22])[CH:14]=1)(=[O:12])=[O:11].[CH3:27][C:28]1([NH2:32])[CH2:31][O:30][CH2:29]1, predict the reaction product. The product is: [CH3:1][C:2]1[CH:7]=[C:6]([CH3:8])[CH:5]=[CH:4][C:3]=1[N:9]([CH2:23][CH:24]([CH3:26])[CH3:25])[S:10]([C:13]1[CH:18]=[CH:17][C:16]([CH:19]([OH:20])[CH2:21][NH:32][C:28]2([CH3:27])[CH2:31][O:30][CH2:29]2)=[C:15]([CH3:22])[CH:14]=1)(=[O:12])=[O:11]. (3) Given the reactants [CH3:1][O:2][C:3](=[O:44])[C@H:4]([CH:41]([CH3:43])[CH3:42])[NH:5][S:6]([C:9]1[CH:14]=[CH:13][C:12]([C:15]2[CH:20]=[CH:19][C:18]([NH:21][C:22]([C:24]3[O:25][C:26]4[CH:32]=[CH:31][CH:30]=[C:29]([O:33]CC5C=CC=CC=5)[C:27]=4[CH:28]=3)=[O:23])=[CH:17][CH:16]=2)=[CH:11][CH:10]=1)(=[O:8])=[O:7], predict the reaction product. The product is: [CH3:1][O:2][C:3](=[O:44])[C@H:4]([CH:41]([CH3:42])[CH3:43])[NH:5][S:6]([C:9]1[CH:10]=[CH:11][C:12]([C:15]2[CH:16]=[CH:17][C:18]([NH:21][C:22]([C:24]3[O:25][C:26]4[CH:32]=[CH:31][CH:30]=[C:29]([OH:33])[C:27]=4[CH:28]=3)=[O:23])=[CH:19][CH:20]=2)=[CH:13][CH:14]=1)(=[O:7])=[O:8]. (4) Given the reactants [C:1]([N:5]1[C:9]([C:10]2[CH:15]=[CH:14][C:13]([F:16])=[CH:12][CH:11]=2)=[C:8]([C:17]2[S:18][CH:19]=[C:20]([CH2:22][C:23]([OH:25])=O)[N:21]=2)[CH:7]=[N:6]1)([CH3:4])([CH3:3])[CH3:2].[CH3:26][N:27]1[CH2:32][CH2:31][NH:30][CH2:29][CH2:28]1, predict the reaction product. The product is: [C:1]([N:5]1[C:9]([C:10]2[CH:11]=[CH:12][C:13]([F:16])=[CH:14][CH:15]=2)=[C:8]([C:17]2[S:18][CH:19]=[C:20]([CH2:22][C:23]([N:30]3[CH2:31][CH2:32][N:27]([CH3:26])[CH2:28][CH2:29]3)=[O:25])[N:21]=2)[CH:7]=[N:6]1)([CH3:3])([CH3:4])[CH3:2]. (5) Given the reactants [CH2:1]([N:8]1[CH2:15][CH2:14][C:13]2([C:17]3[CH:18]=[C:19]([NH2:23])[CH:20]=[CH:21][CH:22]=3)[CH2:16][CH:9]1[CH2:10][CH2:11][CH2:12]2)[C:2]1[CH:7]=[CH:6][CH:5]=[CH:4][CH:3]=1.[CH3:24][O:25][CH2:26][CH2:27][S:28](Cl)(=[O:30])=[O:29], predict the reaction product. The product is: [CH2:1]([N:8]1[CH2:15][CH2:14][C:13]2([C:17]3[CH:18]=[C:19]([NH:23][S:28]([CH2:27][CH2:26][O:25][CH3:24])(=[O:30])=[O:29])[CH:20]=[CH:21][CH:22]=3)[CH2:16][CH:9]1[CH2:10][CH2:11][CH2:12]2)[C:2]1[CH:3]=[CH:4][CH:5]=[CH:6][CH:7]=1. (6) Given the reactants CC1(C)O[C:6](=[O:8])[C:5](=[CH:9][NH:10][C:11]2[CH:18]=[CH:17][C:14]([C:15]#[N:16])=[CH:13][CH:12]=2)C(=O)O1.C1C=CC(C2C=CC=CC=2)=CC=1.C1C=CC(OC2C=CC=CC=2)=CC=1, predict the reaction product. The product is: [O:8]=[C:6]1[C:12]2[C:11](=[CH:18][CH:17]=[C:14]([C:15]#[N:16])[CH:13]=2)[NH:10][CH:9]=[CH:5]1. (7) Given the reactants C([O:7][CH2:8][C:9]([F:15])([F:14])[S:10]([O-:13])(=[O:12])=[O:11])(=O)C(C)(C)C.[C:16]1([I+:22][C:23]2[CH:28]=[CH:27][CH:26]=[CH:25][CH:24]=2)[CH:21]=[CH:20][CH:19]=[CH:18][CH:17]=1.CO.[OH-].[Na+].Cl, predict the reaction product. The product is: [OH:7][CH2:8][C:9]([F:15])([F:14])[S:10]([O-:13])(=[O:12])=[O:11].[C:23]1([I+:22][C:16]2[CH:17]=[CH:18][CH:19]=[CH:20][CH:21]=2)[CH:24]=[CH:25][CH:26]=[CH:27][CH:28]=1.